Dataset: NCI-60 drug combinations with 297,098 pairs across 59 cell lines. Task: Regression. Given two drug SMILES strings and cell line genomic features, predict the synergy score measuring deviation from expected non-interaction effect. (1) Drug 1: CN1C(=O)N2C=NC(=C2N=N1)C(=O)N. Drug 2: CC1=C(C=C(C=C1)NC(=O)C2=CC=C(C=C2)CN3CCN(CC3)C)NC4=NC=CC(=N4)C5=CN=CC=C5. Cell line: NCI/ADR-RES. Synergy scores: CSS=-1.94, Synergy_ZIP=1.97, Synergy_Bliss=2.70, Synergy_Loewe=-5.22, Synergy_HSA=-4.89. (2) Drug 1: CNC(=O)C1=NC=CC(=C1)OC2=CC=C(C=C2)NC(=O)NC3=CC(=C(C=C3)Cl)C(F)(F)F. Drug 2: C#CCC(CC1=CN=C2C(=N1)C(=NC(=N2)N)N)C3=CC=C(C=C3)C(=O)NC(CCC(=O)O)C(=O)O. Cell line: NCIH23. Synergy scores: CSS=5.37, Synergy_ZIP=-5.02, Synergy_Bliss=-10.1, Synergy_Loewe=0.950, Synergy_HSA=-6.30. (3) Drug 1: C1=NC2=C(N=C(N=C2N1C3C(C(C(O3)CO)O)O)F)N. Drug 2: CCC(=C(C1=CC=CC=C1)C2=CC=C(C=C2)OCCN(C)C)C3=CC=CC=C3.C(C(=O)O)C(CC(=O)O)(C(=O)O)O. Cell line: KM12. Synergy scores: CSS=6.67, Synergy_ZIP=-3.75, Synergy_Bliss=-8.42, Synergy_Loewe=-5.34, Synergy_HSA=-4.91. (4) Drug 1: C1CCC(CC1)NC(=O)N(CCCl)N=O. Synergy scores: CSS=-1.61, Synergy_ZIP=-2.59, Synergy_Bliss=-4.16, Synergy_Loewe=-13.6, Synergy_HSA=-5.19. Cell line: T-47D. Drug 2: C1=NNC2=C1C(=O)NC=N2. (5) Synergy scores: CSS=0.152, Synergy_ZIP=-1.51, Synergy_Bliss=-1.83, Synergy_Loewe=-12.6, Synergy_HSA=-8.66. Cell line: SK-OV-3. Drug 2: N.N.Cl[Pt+2]Cl. Drug 1: CC12CCC3C(C1CCC2O)C(CC4=C3C=CC(=C4)O)CCCCCCCCCS(=O)CCCC(C(F)(F)F)(F)F. (6) Drug 1: C1CCC(C1)C(CC#N)N2C=C(C=N2)C3=C4C=CNC4=NC=N3. Drug 2: CCCCCOC(=O)NC1=NC(=O)N(C=C1F)C2C(C(C(O2)C)O)O. Cell line: HT29. Synergy scores: CSS=-9.29, Synergy_ZIP=3.87, Synergy_Bliss=-2.10, Synergy_Loewe=-8.13, Synergy_HSA=-7.65. (7) Drug 1: C1C(C(OC1N2C=NC3=C(N=C(N=C32)Cl)N)CO)O. Drug 2: CCC(=C(C1=CC=CC=C1)C2=CC=C(C=C2)OCCN(C)C)C3=CC=CC=C3.C(C(=O)O)C(CC(=O)O)(C(=O)O)O. Cell line: ACHN. Synergy scores: CSS=36.0, Synergy_ZIP=0.829, Synergy_Bliss=4.99, Synergy_Loewe=-37.4, Synergy_HSA=1.98.